The task is: Predict the product of the given reaction.. This data is from Forward reaction prediction with 1.9M reactions from USPTO patents (1976-2016). (1) Given the reactants [NH2:1][C:2]1[S:6][C:5]([C:7]2[CH:12]=[CH:11][N:10]=[C:9]([NH:13][C:14](=[O:16])[CH3:15])[CH:8]=2)=[N:4][C:3]=1[C:17]1[CH:22]=[CH:21][CH:20]=[CH:19][C:18]=1[Cl:23].[C:24](OC(=O)C)(=[O:26])[CH3:25].S(=O)(=O)(O)O, predict the reaction product. The product is: [C:24]([NH:1][C:2]1[S:6][C:5]([C:7]2[CH:12]=[CH:11][N:10]=[C:9]([NH:13][C:14](=[O:16])[CH3:15])[CH:8]=2)=[N:4][C:3]=1[C:17]1[CH:22]=[CH:21][CH:20]=[CH:19][C:18]=1[Cl:23])(=[O:26])[CH3:25]. (2) Given the reactants C(OC([NH:8][C@H:9]([C:21]1[CH:26]=[CH:25][CH:24]=[CH:23][CH:22]=1)[C:10]([O:12][C@@H:13]1[CH:18]2[CH2:19][CH2:20][N:15]([CH2:16][CH2:17]2)[CH2:14]1)=[O:11])=O)(C)(C)C.[ClH:27].C(OCC)C, predict the reaction product. The product is: [ClH:27].[ClH:27].[NH2:8][C@H:9]([C:21]1[CH:26]=[CH:25][CH:24]=[CH:23][CH:22]=1)[C:10]([O:12][C@@H:13]1[CH:18]2[CH2:17][CH2:16][N:15]([CH2:20][CH2:19]2)[CH2:14]1)=[O:11]. (3) Given the reactants [Cl:1][C:2]1[CH:3]=[CH:4][C:5]([OH:11])=[C:6]([CH:10]=1)[C:7]([OH:9])=O.[Cl:12][C:13]1[CH:19]=[C:18]([S:20]([C:23]([F:26])([F:25])[F:24])(=[O:22])=[O:21])[CH:17]=[CH:16][C:14]=1[NH2:15], predict the reaction product. The product is: [Cl:1][C:2]1[CH:3]=[CH:4][C:5]([OH:11])=[C:6]([CH:10]=1)[C:7]([NH:15][C:14]1[CH:16]=[CH:17][C:18]([S:20]([C:23]([F:26])([F:24])[F:25])(=[O:22])=[O:21])=[CH:19][C:13]=1[Cl:12])=[O:9]. (4) Given the reactants [F:1][C:2]1[CH:19]=[C:18]([C:20]2[CH:21]=[N:22][N:23]([CH3:25])[CH:24]=2)[CH:17]=[CH:16][C:3]=1[CH2:4][N:5]1[C:13]2[C:8](=[CH:9][CH:10]=[CH:11][CH:12]=2)[C:7](=[O:14])[C:6]1=[O:15].[F:26][CH2:27][S:28]([C:31]1[CH:36]=[CH:35][CH:34]=[CH:33][CH:32]=1)(=[O:30])=[O:29].C[Si](C)(C)[N-][Si](C)(C)C.[Li+], predict the reaction product. The product is: [F:26][CH:27]([S:28]([C:31]1[CH:32]=[CH:33][CH:34]=[CH:35][CH:36]=1)(=[O:29])=[O:30])[C:7]1([OH:14])[C:8]2[C:13](=[CH:12][CH:11]=[CH:10][CH:9]=2)[N:5]([CH2:4][C:3]2[CH:16]=[CH:17][C:18]([C:20]3[CH:21]=[N:22][N:23]([CH3:25])[CH:24]=3)=[CH:19][C:2]=2[F:1])[C:6]1=[O:15]. (5) Given the reactants [CH3:1][CH:2]1[CH2:6][CH2:5][CH2:4][N:3]1[C:7]1[N:12]=[C:11]([NH:13][C:14]2[C:15]3[N:16]([CH:29]=[CH:30][N:31]=3)[N:17]=[C:18]([C:20]3[CH:21]=[C:22]([CH:26]=[CH:27][CH:28]=3)[C:23]([OH:25])=O)[CH:19]=2)[CH:10]=[CH:9][CH:8]=1.[Cl-].[NH4+].CC[N:36]=C=NCCCN(C)C.C1C=CC2N(O)N=NC=2C=1.CCN(CC)CC, predict the reaction product. The product is: [CH3:1][CH:2]1[CH2:6][CH2:5][CH2:4][N:3]1[C:7]1[N:12]=[C:11]([NH:13][C:14]2[C:15]3[N:16]([CH:29]=[CH:30][N:31]=3)[N:17]=[C:18]([C:20]3[CH:21]=[C:22]([CH:26]=[CH:27][CH:28]=3)[C:23]([NH2:36])=[O:25])[CH:19]=2)[CH:10]=[CH:9][CH:8]=1. (6) Given the reactants [C:1]([C:3]1[CH:20]=[CH:19][C:6]2[CH2:7][N:8]([C:12]([O:14][C:15]([CH3:18])([CH3:17])[CH3:16])=[O:13])[CH2:9][CH2:10][O:11][C:5]=2[CH:4]=1)#[N:2].Cl.[NH2:22][OH:23].C(=O)(O)[O-].[Na+], predict the reaction product. The product is: [OH:23][NH:22][C:1](=[NH:2])[C:3]1[CH:20]=[CH:19][C:6]2[CH2:7][N:8]([C:12]([O:14][C:15]([CH3:17])([CH3:18])[CH3:16])=[O:13])[CH2:9][CH2:10][O:11][C:5]=2[CH:4]=1. (7) Given the reactants I[C:2]1[CH:10]=[C:9]2[C:5]([C:6]([CH:19]=[CH:20][C:21]3[CH:26]=[CH:25][CH:24]=[CH:23][CH:22]=3)=[N:7][N:8]2[CH2:11][O:12][CH2:13][CH2:14][Si:15]([CH3:18])([CH3:17])[CH3:16])=[CH:4][CH:3]=1.[Li]CCCC.[CH:32](=[O:39])[C:33]1[CH:38]=[CH:37][CH:36]=[CH:35][CH:34]=1, predict the reaction product. The product is: [C:33]1([CH:32]([C:2]2[CH:10]=[C:9]3[C:5]([C:6]([CH:19]=[CH:20][C:21]4[CH:26]=[CH:25][CH:24]=[CH:23][CH:22]=4)=[N:7][N:8]3[CH2:11][O:12][CH2:13][CH2:14][Si:15]([CH3:18])([CH3:17])[CH3:16])=[CH:4][CH:3]=2)[OH:39])[CH:38]=[CH:37][CH:36]=[CH:35][CH:34]=1. (8) The product is: [CH2:12]([N:9]1[CH2:8][CH2:7][C:6]([S:16]([C:19]2[CH:24]=[CH:23][C:22]([O:25][CH3:26])=[CH:21][CH:20]=2)(=[O:18])=[O:17])([C:4]([OH:5])=[O:3])[CH2:11][CH2:10]1)[CH2:13][CH2:14][CH3:15]. Given the reactants C([O:3][C:4]([C:6]1([S:16]([C:19]2[CH:24]=[CH:23][C:22]([O:25][CH3:26])=[CH:21][CH:20]=2)(=[O:18])=[O:17])[CH2:11][CH2:10][N:9]([CH2:12][CH2:13][CH2:14][CH3:15])[CH2:8][CH2:7]1)=[O:5])C, predict the reaction product. (9) The product is: [NH2:8][C@@H:9]1[CH2:14][CH2:13][C@H:12]([N:15]2[C:20](=[O:21])[C:19]3[CH:22]=[C:23]([F:26])[CH:24]=[N:25][C:18]=3[N:17]([C:27]3[CH:28]=[C:29]([C:33]4[CH:34]=[CH:35][C:36]([CH2:39][N:40]5[CH2:46][CH2:45][CH2:44][N:43]([C:47]([O:49][CH2:50][C:51]6[CH:56]=[CH:55][CH:54]=[CH:53][CH:52]=6)=[O:48])[CH2:42][CH2:41]5)=[CH:37][CH:38]=4)[CH:30]=[CH:31][CH:32]=3)[C:16]2=[O:57])[CH2:11][CH2:10]1. Given the reactants C(OC([NH:8][C@@H:9]1[CH2:14][CH2:13][C@H:12]([N:15]2[C:20](=[O:21])[C:19]3[CH:22]=[C:23]([F:26])[CH:24]=[N:25][C:18]=3[N:17]([C:27]3[CH:28]=[C:29]([C:33]4[CH:38]=[CH:37][C:36]([CH2:39][N:40]5[CH2:46][CH2:45][CH2:44][N:43]([C:47]([O:49][CH2:50][C:51]6[CH:56]=[CH:55][CH:54]=[CH:53][CH:52]=6)=[O:48])[CH2:42][CH2:41]5)=[CH:35][CH:34]=4)[CH:30]=[CH:31][CH:32]=3)[C:16]2=[O:57])[CH2:11][CH2:10]1)=O)(C)(C)C.Cl, predict the reaction product.